The task is: Predict the product of the given reaction.. This data is from Forward reaction prediction with 1.9M reactions from USPTO patents (1976-2016). (1) Given the reactants Cl[CH2:2][C:3]1[N:7]2[N:8]([CH2:28][C:29]3[C:30]([CH3:39])=[N:31][C:32]([C:35]([F:38])([F:37])[F:36])=[CH:33][CH:34]=3)[C:9](=[O:27])[C:10]([C:19]3[CH:26]=[CH:25][C:22]([C:23]#[N:24])=[CH:21][CH:20]=3)=[C:11]([C:12]3[CH:17]=[CH:16][C:15]([Cl:18])=[CH:14][CH:13]=3)[C:6]2=[N:5][N:4]=1.[I-].[Na+].CC(C)=[O:44].O, predict the reaction product. The product is: [Cl:18][C:15]1[CH:16]=[CH:17][C:12]([C:11]2[C:6]3[N:7]([C:3]([CH2:2][OH:44])=[N:4][N:5]=3)[N:8]([CH2:28][C:29]3[C:30]([CH3:39])=[N:31][C:32]([C:35]([F:38])([F:37])[F:36])=[CH:33][CH:34]=3)[C:9](=[O:27])[C:10]=2[C:19]2[CH:26]=[CH:25][C:22]([C:23]#[N:24])=[CH:21][CH:20]=2)=[CH:13][CH:14]=1. (2) Given the reactants [Br:1][C:2]1[C:7]([CH3:8])=[CH:6][C:5]([CH2:9][CH2:10][CH2:11][CH2:12][OH:13])=[CH:4][C:3]=1[CH3:14].[CH3:15][S:16](Cl)(=[O:18])=[O:17].O, predict the reaction product. The product is: [CH3:15][S:16]([O:13][CH2:12][CH2:11][CH2:10][CH2:9][C:5]1[CH:6]=[C:7]([CH3:8])[C:2]([Br:1])=[C:3]([CH3:14])[CH:4]=1)(=[O:18])=[O:17].